From a dataset of Cav3 T-type calcium channel HTS with 100,875 compounds. Binary Classification. Given a drug SMILES string, predict its activity (active/inactive) in a high-throughput screening assay against a specified biological target. (1) The molecule is Fc1cc(COn2c3c([n+]([O-])c(c2=O)C)cccc3)ccc1. The result is 0 (inactive). (2) The compound is O(c1c(c2n[nH]c(C3CCN(CC3)c3ncccc3[N+]([O-])=O)c2)cc(OC)cc1)C. The result is 0 (inactive). (3) The molecule is n1(nnnc1C(N1CC2N(CCC2)CC1)c1cc(ccc1)C#N)C(C)(C)C. The result is 0 (inactive). (4) The compound is O=c1c2c([nH]cc1C(OCC)=O)c1CCCCc1cc2. The result is 0 (inactive). (5) The molecule is Clc1cc(N2CC(CC2=O)C(=O)Nc2sccn2)ccc1C. The result is 0 (inactive). (6) The molecule is O1C(CCC1)CNc1ncnc2c3c4c(CCC4)c(nc3oc12)C(C)C. The result is 0 (inactive). (7) The result is 0 (inactive). The molecule is O(C(=O)C1c2[nH]c3c(c2CCC1)cccc3C(O)=O)CC. (8) The drug is O(C(=O)C=1C(C(=CN(C1)CC)C(OC)=O)c1cc(ccc1)C)C. The result is 0 (inactive). (9) The drug is S(c1n(c(nn1)CNc1ccc(cc1)C)CC)CC(=O)N. The result is 0 (inactive). (10) The result is 0 (inactive). The molecule is O(C(=O)C1N(C2=NC(=C(C3N(c4c(C23C1)cc(OC)cc4)C)C(OC)=O)C(OC)=O)C(=O)COCc1ccccc1)C.